Dataset: Catalyst prediction with 721,799 reactions and 888 catalyst types from USPTO. Task: Predict which catalyst facilitates the given reaction. The catalyst class is: 45. Reactant: C([C:5]1[C:6]([O:34]CC2C=CC=CC=2)=[N:7][CH:8]=[C:9]([C:11](=[O:33])[NH:12][C@@H:13]([C:21]2[CH:26]=[CH:25][C:24]([O:27][C:28]([F:31])([F:30])[F:29])=[C:23]([F:32])[CH:22]=2)[C:14]2[C:19]([F:20])=[CH:18][CH:17]=[CH:16][N:15]=2)[CH:10]=1)(C)(C)C.[C:42](=[O:45])([O-:44])[NH2:43].[H][H].[CH3:48]COC(C)=O.[CH2:54]1[CH2:58]OC[CH2:55]1. Product: [F:32][C:23]1[CH:22]=[C:21]([C@H:13]([NH:12][C:11]([C:9]2[CH:10]=[C:5]([NH:43][C:42](=[O:44])[O:45][C:54]([CH3:55])([CH3:58])[CH3:48])[C:6]([OH:34])=[N:7][CH:8]=2)=[O:33])[C:14]2[C:19]([F:20])=[CH:18][CH:17]=[CH:16][N:15]=2)[CH:26]=[CH:25][C:24]=1[O:27][C:28]([F:30])([F:31])[F:29].